From a dataset of Full USPTO retrosynthesis dataset with 1.9M reactions from patents (1976-2016). Predict the reactants needed to synthesize the given product. Given the product [Cl:1][C:2]1[CH:3]=[C:4]([NH:9][C:10]2[C:19]3[C:14](=[CH:15][C:16]([O:28][CH2:27][CH2:26][O:25][CH3:24])=[C:17]([N+:20]([O-:22])=[O:21])[CH:18]=3)[N:13]=[CH:12][N:11]=2)[CH:5]=[CH:6][C:7]=1[F:8], predict the reactants needed to synthesize it. The reactants are: [Cl:1][C:2]1[CH:3]=[C:4]([NH:9][C:10]2[C:19]3[C:14](=[CH:15][C:16](F)=[C:17]([N+:20]([O-:22])=[O:21])[CH:18]=3)[N:13]=[CH:12][N:11]=2)[CH:5]=[CH:6][C:7]=1[F:8].[CH3:24][O:25][CH2:26][CH2:27][OH:28].